This data is from Forward reaction prediction with 1.9M reactions from USPTO patents (1976-2016). The task is: Predict the product of the given reaction. (1) Given the reactants [F:1][C:2]1[CH:7]=[CH:6][CH:5]=[CH:4][C:3]=1[C:8](=O)[CH3:9].[C-:11]#[N:12].[K+].[C:14](=[O:17])([O-])[O-].[NH4+:18].[NH4+].[OH-:20].[NH4+], predict the reaction product. The product is: [F:1][C:2]1[CH:7]=[CH:6][CH:5]=[CH:4][C:3]=1[C:8]1([CH3:9])[NH:18][C:11](=[O:20])[NH:12][C:14]1=[O:17]. (2) The product is: [ClH:32].[NH:17]1[CH2:18][CH2:19][CH2:20][CH:15]([N:14]2[C:13]3[CH:28]=[CH:29][CH:30]=[CH:31][C:12]=3[N:11]=[C:10]2[NH:9][C:1](=[O:8])[C:2]2[CH:7]=[CH:6][CH:5]=[N:4][CH:3]=2)[CH2:16]1. Given the reactants [C:1]([NH:9][C:10]1[N:14]([CH:15]2[CH2:20][CH2:19][CH2:18][N:17](C(OC(C)(C)C)=O)[CH2:16]2)[C:13]2[CH:28]=[CH:29][CH:30]=[CH:31][C:12]=2[N:11]=1)(=[O:8])[C:2]1[CH:7]=[CH:6][CH:5]=[N:4][CH:3]=1.[ClH:32], predict the reaction product. (3) Given the reactants [CH:1]1([CH2:7][N:8]2[C:15]([NH2:16])=[C:14]([NH2:17])[C:12](=[O:13])[N:11]([CH2:18][CH:19]3[CH2:24][CH2:23][CH2:22][CH2:21][CH2:20]3)[C:9]2=[O:10])[CH2:6][CH2:5][CH2:4][CH2:3][CH2:2]1.II.[O-]S([O-])(=S)=O.[Na+].[Na+].[CH2:34]([OH:36])[CH3:35], predict the reaction product. The product is: [CH:19]1([CH2:18][N:11]2[C:12](=[O:13])[C:14]3[N:17]=[C:7]([C:1]4[CH:6]=[CH:5][C:35]([CH:34]=[O:36])=[CH:3][CH:2]=4)[NH:16][C:15]=3[N:8]([CH2:7][CH:1]3[CH2:2][CH2:3][CH2:4][CH2:5][CH2:6]3)[C:9]2=[O:10])[CH2:24][CH2:23][CH2:22][CH2:21][CH2:20]1. (4) Given the reactants [F:1][C:2]([F:27])([F:26])[CH:3]([NH:16][C:17]1[CH:22]=[CH:21][CH:20]=[C:19]([N+:23]([O-:25])=[O:24])[CH:18]=1)[CH2:4][N:5]1C(=O)C2C(=CC=CC=2)C1=O, predict the reaction product. The product is: [F:1][C:2]([F:26])([F:27])[CH:3]([NH:16][C:17]1[CH:22]=[CH:21][CH:20]=[C:19]([N+:23]([O-:25])=[O:24])[CH:18]=1)[CH2:4][NH2:5]. (5) Given the reactants C([O:8][C:9]1[CH:10]=[C:11]([CH2:29][CH2:30][C:31]([OH:33])=O)[CH:12]=[CH:13][C:14]=1[N:15]1[CH2:19][C:18](=[O:20])[N:17](CC[Si](C)(C)C)[S:16]1(=[O:28])=[O:27])C1C=CC=CC=1.[CH2:34]1[C:43]2[C:38](=[CH:39][CH:40]=[CH:41][CH:42]=2)[CH2:37][CH2:36][NH:35]1, predict the reaction product. The product is: [CH2:34]1[C:43]2[C:38](=[CH:39][CH:40]=[CH:41][CH:42]=2)[CH2:37][CH2:36][N:35]1[C:31](=[O:33])[CH2:30][CH2:29][C:11]1[CH:12]=[CH:13][C:14]([N:15]2[S:16](=[O:27])(=[O:28])[NH:17][C:18](=[O:20])[CH2:19]2)=[C:9]([OH:8])[CH:10]=1. (6) Given the reactants FC(F)(F)C(O)=O.CSC.C([O:18][C:19]1[CH:34]=[CH:33][CH:32]=[CH:31][C:20]=1[CH2:21][C:22]1[CH:27]=[CH:26][C:25]([CH2:28][C:29]#[N:30])=[CH:24][CH:23]=1)C1C=CC=CC=1, predict the reaction product. The product is: [OH:18][C:19]1[CH:34]=[CH:33][CH:32]=[CH:31][C:20]=1[CH2:21][C:22]1[CH:27]=[CH:26][C:25]([CH2:28][C:29]#[N:30])=[CH:24][CH:23]=1.